From a dataset of Antibody paratope prediction from SAbDab with 1,023 antibody chains. Token-level Classification. Given an antibody amino acid sequence, predict which amino acid positions are active in antigen binding. Output is a list of indices for active paratope positions. (1) The paratope positions are: [52, 83, 84, 85]. Given the antibody sequence: QVQLQQSGPELVRPGASVKISCKASGYTFTDYYINWVKQRPGQGLEWIGWIFPRNGNTKYNEKFKGKATLTVDKSSSTAFMQLSSLTSEDSAVYFCATTVSYVMDYWGQGTTVTVSS, which amino acid positions are active in antigen binding (paratope)? (2) Given the antibody sequence: QVTLKQSGAEVKKPGSSVKVSCTASGGTLRTYGVSWVRQAPGQGLEWLGRTIPLFGKTDYAQKFQGRVTITADKSMDTSFMELTSLTSEDTAVYYCARDLTTLTSYNWWDLWGQGTLVTVSS, which amino acid positions are active in antigen binding (paratope)? The paratope positions are: [52, 83, 84, 85, 104, 105, 106, 107, 108]. (3) The paratope positions are: [52, 82, 83, 84]. Given the antibody sequence: EVQLQESGPSLVKPSQTLSLTCSVTGDSVTSDAWSWIRKFPGNKLEYMGYISYSGSTYYHPSLKSRISITRDTSKNQYYLQLNSVTTEDTATYYCASWGGDVWGAGTTVTVSS, which amino acid positions are active in antigen binding (paratope)? (4) Given the antibody sequence: QVRLSQSGGQMKKPGDSMRISCRASGYEFINCPINWIRLAPGKRPEWMGWMKPRLGAVSYARQLQGRVTMTRDMYSETAFLELRSLTSDDTAVYFCTRGKYCTARDYYNWDFEHWGQGTPVTVSS, which amino acid positions are active in antigen binding (paratope)? The paratope positions are: [52, 83, 84, 85, 104, 105, 106, 107, 108, 109, 110, 111].